From a dataset of Catalyst prediction with 721,799 reactions and 888 catalyst types from USPTO. Predict which catalyst facilitates the given reaction. (1) Reactant: C[O:2][C:3]([C:5]1[N:13]([CH:14]2[CH2:16][CH2:15]2)[C:12]2[CH:11]=[CH:10][N:9]=[CH:8][C:7]=2[C:6]=1[NH:17][C:18]1[CH:23]=[CH:22][C:21]([I:24])=[CH:20][C:19]=1[F:25])=[O:4].[OH-].[Na+]. Product: [CH:14]1([N:13]2[C:12]3[CH:11]=[CH:10][N:9]=[CH:8][C:7]=3[C:6]([NH:17][C:18]3[CH:23]=[CH:22][C:21]([I:24])=[CH:20][C:19]=3[F:25])=[C:5]2[C:3]([OH:4])=[O:2])[CH2:15][CH2:16]1. The catalyst class is: 87. (2) Product: [Cl:17][C:18]1[CH:23]=[CH:22][C:21]([Cl:24])=[CH:20][C:19]=1[O:25][C:4]1[C:5]([F:12])=[C:6]([C:10]#[N:11])[C:7](=[C:2]([F:1])[C:3]=1[O:25][C:19]1[CH:20]=[C:21]([Cl:24])[CH:22]=[CH:23][C:18]=1[Cl:17])[C:8]#[N:9]. The catalyst class is: 21. Reactant: [F:1][C:2]1[C:3](F)=[C:4](F)[C:5]([F:12])=[C:6]([C:10]#[N:11])[C:7]=1[C:8]#[N:9].[F-].[K+].[Cl:17][C:18]1[CH:23]=[CH:22][C:21]([Cl:24])=[CH:20][C:19]=1[OH:25]. (3) Reactant: Cl.[NH2:2][OH:3].C([O-])(O)=O.[Na+].[CH3:9][O:10][C:11]1[CH:16]=[CH:15][CH:14]=[CH:13][C:12]=1[NH:17][S:18]([C:21]1[CH:22]=[C:23]([CH:27]=[CH:28][C:29](Cl)=[O:30])[CH:24]=[CH:25][CH:26]=1)(=[O:20])=[O:19].Cl. Product: [OH:3][NH:2][C:29](=[O:30])[CH:28]=[CH:27][C:23]1[CH:24]=[CH:25][CH:26]=[C:21]([S:18](=[O:20])(=[O:19])[NH:17][C:12]2[CH:13]=[CH:14][CH:15]=[CH:16][C:11]=2[O:10][CH3:9])[CH:22]=1. The catalyst class is: 30. (4) Reactant: [CH3:1][S:2](Cl)(=[O:4])=[O:3].C(N(CC)CC)C.[OH:13][CH2:14][C@@H:15]1[O:19][C:18](=[O:20])[N:17]([C:21]2[CH:30]=[CH:29][C:24]3[C:25]([CH3:28])=[N:26][O:27][C:23]=3[CH:22]=2)[CH2:16]1. Product: [CH3:28][C:25]1[C:24]2[CH:29]=[CH:30][C:21]([N:17]3[CH2:16][C@H:15]([CH2:14][O:13][S:2]([CH3:1])(=[O:4])=[O:3])[O:19][C:18]3=[O:20])=[CH:22][C:23]=2[O:27][N:26]=1. The catalyst class is: 2. (5) Reactant: [Cl-].[NH4+].[F:3][C:4]1[CH:9]=[CH:8][C:7]([N+:10]([O-])=O)=[CH:6][C:5]=1[C@@:13]12[N:22]=[C:21]([NH:23][C:24](=[O:30])[O:25][C:26]([CH3:29])([CH3:28])[CH3:27])[S:20][CH2:19][C@@H:18]1[CH2:17][C@H:16]([CH2:31][OH:32])[O:15][CH2:14]2. Product: [NH2:10][C:7]1[CH:8]=[CH:9][C:4]([F:3])=[C:5]([C@@:13]23[N:22]=[C:21]([NH:23][C:24](=[O:30])[O:25][C:26]([CH3:28])([CH3:29])[CH3:27])[S:20][CH2:19][C@@H:18]2[CH2:17][C@H:16]([CH2:31][OH:32])[O:15][CH2:14]3)[CH:6]=1. The catalyst class is: 186. (6) Reactant: Cl.[NH2:2][CH:3]([C:10]([C:12]1[S:13][C:14]([Cl:17])=[CH:15][CH:16]=1)=[O:11])[CH2:4][C:5]([O:7][CH2:8][CH3:9])=[O:6].[F:18][C:19]1[CH:27]=[CH:26][C:22]([C:23](Cl)=[O:24])=[CH:21][CH:20]=1.C(=O)([O-])O.[Na+]. Product: [Cl:17][C:14]1[S:13][C:12]([C:10](=[O:11])[CH:3]([NH:2][C:23](=[O:24])[C:22]2[CH:26]=[CH:27][C:19]([F:18])=[CH:20][CH:21]=2)[CH2:4][C:5]([O:7][CH2:8][CH3:9])=[O:6])=[CH:16][CH:15]=1. The catalyst class is: 84.